From a dataset of Reaction yield outcomes from USPTO patents with 853,638 reactions. Predict the reaction yield, written as a fraction of the theoretical maximum amount of product (1.0 means a 100% yield; for example, 0.34 means a 34% yield). (1) The reactants are [F:1][C:2]1[C:3]([NH:12][C:13]2[CH:18]=[CH:17][C:16]([CH:19]=[CH2:20])=[CH:15][C:14]=2[F:21])=[C:4]([CH:8]=[CH:9][C:10]=1[F:11])[C:5]([OH:7])=O.C1N=CN(C(N2C=NC=C2)=O)C=1.[NH2:34][O:35][CH2:36][CH2:37][OH:38]. No catalyst specified. The product is [F:1][C:2]1[C:3]([NH:12][C:13]2[CH:18]=[CH:17][C:16]([CH:19]=[CH2:20])=[CH:15][C:14]=2[F:21])=[C:4]([CH:8]=[CH:9][C:10]=1[F:11])[C:5]([NH:34][O:35][CH2:36][CH2:37][OH:38])=[O:7]. The yield is 0.780. (2) The reactants are [C:1](OC(=O)C)(=[O:3])[CH3:2].ClC1C=CC=CC=1Cl.[Br:16][C:17]1[C:30]2[C:29](=[O:31])[C:28]3[C:23](=[CH:24][CH:25]=[CH:26][CH:27]=3)[C:22](=[O:32])[C:21]=2[C:20]([NH:33][CH:34]2[CH2:39][CH2:38][CH2:37][CH2:36][CH2:35]2)=[CH:19][CH:18]=1. The catalyst is CO.S(=O)(=O)(O)O. The product is [C:1]([N:33]([CH:34]1[CH2:39][CH2:38][CH2:37][CH2:36][CH2:35]1)[C:20]1[C:21]2[C:22](=[O:32])[C:23]3[C:28](=[CH:27][CH:26]=[CH:25][CH:24]=3)[C:29](=[O:31])[C:30]=2[C:17]([Br:16])=[CH:18][CH:19]=1)(=[O:3])[CH3:2]. The yield is 0.701. (3) The reactants are [Al+3].[Cl-].[Cl-].[Cl-].C[O:6][C:7]1[CH:12]=[CH:11][C:10]([C:13]([C:15]2[CH:24]=[CH:23][C:18]([C:19]([O:21][CH3:22])=[O:20])=[CH:17][CH:16]=2)=[O:14])=[CH:9][CH:8]=1. The catalyst is C1(C)C=CC=CC=1. The product is [OH:6][C:7]1[CH:8]=[CH:9][C:10]([C:13]([C:15]2[CH:16]=[CH:17][C:18]([C:19]([O:21][CH3:22])=[O:20])=[CH:23][CH:24]=2)=[O:14])=[CH:11][CH:12]=1. The yield is 0.930. (4) The reactants are [CH3:1][O:2][C:3]1[CH:4]=[C:5]2[C:10](=[C:11]([N+:13]([O-])=O)[CH:12]=1)[N:9]=[CH:8][CH:7]=[CH:6]2. The catalyst is C(O)(=O)C.O=[Pt]=O. The product is [CH3:1][O:2][C:3]1[CH:4]=[C:5]2[C:10](=[C:11]([NH2:13])[CH:12]=1)[NH:9][CH2:8][CH2:7][CH2:6]2. The yield is 0.920. (5) The reactants are F[C:2]1[N:7]=[C:6]([C:8]2[C:16]3[C:11](=[CH:12][N:13]=[C:14]([C:17]4[CH:18]=[N:19][N:20]([CH3:22])[CH:21]=4)[CH:15]=3)[N:10]([CH:23]3[CH2:28][CH2:27][CH2:26][CH2:25][O:24]3)[N:9]=2)[CH:5]=[CH:4][CH:3]=1.[NH:29]1[CH2:35][CH2:34][CH2:33][C@@H:32]([NH:36][C:37](=[O:46])[O:38][CH2:39][C:40]2[CH:45]=[CH:44][CH:43]=[CH:42][CH:41]=2)[CH2:31][CH2:30]1. No catalyst specified. The product is [CH3:22][N:20]1[CH:21]=[C:17]([C:14]2[CH:15]=[C:16]3[C:8]([C:6]4[N:7]=[C:2]([N:29]5[CH2:35][CH2:34][CH2:33][C@@H:32]([NH:36][C:37](=[O:46])[O:38][CH2:39][C:40]6[CH:41]=[CH:42][CH:43]=[CH:44][CH:45]=6)[CH2:31][CH2:30]5)[CH:3]=[CH:4][CH:5]=4)=[N:9][N:10]([CH:23]4[CH2:28][CH2:27][CH2:26][CH2:25][O:24]4)[C:11]3=[CH:12][N:13]=2)[CH:18]=[N:19]1. The yield is 0.905. (6) The reactants are [CH2:1]([C:5]1[N:10]=[C:9]([CH3:11])[N:8]([C:12]2[CH:17]=[CH:16][C:15]([OH:18])=[CH:14][CH:13]=2)[C:7](=[O:19])[C:6]=1[CH2:20][C:21]1[CH:26]=[CH:25][C:24]([C:27]2[CH:32]=[CH:31][CH:30]=[CH:29][C:28]=2[C:33]2[NH:37][C:36](=[O:38])[O:35][N:34]=2)=[CH:23][CH:22]=1)[CH2:2][CH2:3][CH3:4].[Si]([O:46][CH:47]1[CH2:52][CH2:51][CH:50](O)[CH2:49][CH2:48]1)(C(C)(C)C)(C)C.C1(P(C2C=CC=CC=2)C2C=CC=CC=2)C=CC=CC=1.N(C(OC(C)C)=O)=NC(OC(C)C)=O. The catalyst is O1CCCC1.O. The product is [CH2:1]([C:5]1[N:10]=[C:9]([CH3:11])[N:8]([C:12]2[CH:17]=[CH:16][C:15]([O:18][C@H:50]3[CH2:51][CH2:52][C@H:47]([OH:46])[CH2:48][CH2:49]3)=[CH:14][CH:13]=2)[C:7](=[O:19])[C:6]=1[CH2:20][C:21]1[CH:26]=[CH:25][C:24]([C:27]2[CH:32]=[CH:31][CH:30]=[CH:29][C:28]=2[C:33]2[NH:37][C:36](=[O:38])[O:35][N:34]=2)=[CH:23][CH:22]=1)[CH2:2][CH2:3][CH3:4]. The yield is 0.330. (7) The product is [CH3:1][O:2][C:3]([C:5]1[C:10]([Cl:11])=[CH:9][C:8]([C:38]2[CH:37]=[CH:36][CH:35]=[C:34]([C:33]([F:44])([F:43])[F:32])[CH:39]=2)=[CH:7][N:6]=1)=[O:4]. The reactants are [CH3:1][O:2][C:3]([C:5]1[C:10]([Cl:11])=[CH:9][C:8](Cl)=[CH:7][N:6]=1)=[O:4].ClC1C(C(O)=O)=NC=C(Cl)C=1.IC.C(=O)([O-])[O-].[K+].[K+].[F:32][C:33]([F:44])([F:43])[C:34]1[CH:35]=[C:36](B(O)O)[CH:37]=[CH:38][CH:39]=1.C(=O)([O-])[O-].[Cs+].[Cs+]. The yield is 0.200. The catalyst is CN(C=O)C.C(COC)OC. (8) The reactants are [CH3:1][O:2][C:3](=[O:27])[C@@H:4]([NH:8][S:9]([C:11]1[CH:16]=[CH:15][C:14]([C:17]#[C:18][C:19]2[CH:24]=[CH:23][C:22]([CH:25]=O)=[CH:21][CH:20]=2)=[CH:13][CH:12]=1)=[O:10])[C@H:5]([OH:7])[CH3:6].[NH:28]1[CH2:33][CH2:32][O:31][CH2:30][CH2:29]1.[BH-](OC(C)=O)(OC(C)=O)OC(C)=O.[Na+]. The catalyst is C(Cl)(Cl)Cl. The product is [CH3:1][O:2][C:3](=[O:27])[C@@H:4]([NH:8][S:9]([C:11]1[CH:16]=[CH:15][C:14]([C:17]#[C:18][C:19]2[CH:24]=[CH:23][C:22]([CH2:25][N:28]3[CH2:33][CH2:32][O:31][CH2:30][CH2:29]3)=[CH:21][CH:20]=2)=[CH:13][CH:12]=1)=[O:10])[C@H:5]([OH:7])[CH3:6]. The yield is 0.330. (9) The reactants are C([O:8][C:9](=[O:32])[C@@H:10]([NH:15][C:16](=[O:31])[C@@H:17]([NH:19][C:20]([CH:22]1[CH2:30][C:29]2[C:24](=[CH:25][CH:26]=[CH:27][CH:28]=2)[CH2:23]1)=[O:21])[CH3:18])[CH2:11][CH:12]([CH3:14])[CH3:13])C1C=CC=CC=1. The catalyst is CO.[OH-].[OH-].[Pd+2]. The product is [CH2:23]1[C:24]2[C:29](=[CH:28][CH:27]=[CH:26][CH:25]=2)[CH2:30][CH:22]1[C:20]([NH:19][C@@H:17]([CH3:18])[C:16]([NH:15][C@@H:10]([CH2:11][CH:12]([CH3:14])[CH3:13])[C:9]([OH:32])=[O:8])=[O:31])=[O:21]. The yield is 0.990.